From a dataset of Forward reaction prediction with 1.9M reactions from USPTO patents (1976-2016). Predict the product of the given reaction. (1) The product is: [Cl:12][C:13]1[CH:18]=[CH:17][C:16]([NH:19][C:6]2[C:5]([N+:9]([O-:11])=[O:10])=[CH:4][N:3]=[C:2]([Cl:1])[N:7]=2)=[CH:15][C:14]=1[F:20]. Given the reactants [Cl:1][C:2]1[N:7]=[C:6](Cl)[C:5]([N+:9]([O-:11])=[O:10])=[CH:4][N:3]=1.[Cl:12][C:13]1[CH:18]=[CH:17][C:16]([NH2:19])=[CH:15][C:14]=1[F:20].C(N(CC)CC)C, predict the reaction product. (2) The product is: [Br:1][C:2]1[CH:10]=[C:9]2[C:5]([CH:6]=[CH:7][N:8]2[CH2:14][CH2:15][CH2:16][O:17][CH3:18])=[CH:4][CH:3]=1. Given the reactants [Br:1][C:2]1[CH:10]=[C:9]2[C:5]([CH:6]=[CH:7][NH:8]2)=[CH:4][CH:3]=1.[H-].[Na+].Cl[CH2:14][CH2:15][CH2:16][O:17][CH3:18].O, predict the reaction product.